From a dataset of Peptide-MHC class I binding affinity with 185,985 pairs from IEDB/IMGT. Regression. Given a peptide amino acid sequence and an MHC pseudo amino acid sequence, predict their binding affinity value. This is MHC class I binding data. (1) The peptide sequence is GQRVYSWVY. The MHC is HLA-A68:02 with pseudo-sequence HLA-A68:02. The binding affinity (normalized) is 0.0847. (2) The peptide sequence is DQDALFAYTK. The MHC is HLA-A31:01 with pseudo-sequence HLA-A31:01. The binding affinity (normalized) is 0.240. (3) The peptide sequence is FMGVLVNSL. The MHC is HLA-A02:02 with pseudo-sequence HLA-A02:02. The binding affinity (normalized) is 0.845. (4) The peptide sequence is LLVISGVFPV. The MHC is HLA-A02:01 with pseudo-sequence HLA-A02:01. The binding affinity (normalized) is 1.00. (5) The peptide sequence is NTKSDIDVIK. The MHC is HLA-A33:01 with pseudo-sequence HLA-A33:01. The binding affinity (normalized) is 0.364. (6) The peptide sequence is SSQMTSTFI. The MHC is HLA-A02:01 with pseudo-sequence HLA-A02:01. The binding affinity (normalized) is 0. (7) The peptide sequence is SMMSMYGKA. The MHC is HLA-A02:01 with pseudo-sequence HLA-A02:01. The binding affinity (normalized) is 0.582. (8) The peptide sequence is RAVKLYRKL. The MHC is HLA-A68:02 with pseudo-sequence HLA-A68:02. The binding affinity (normalized) is 0. (9) The peptide sequence is ISPLMVAYML. The MHC is Mamu-A01 with pseudo-sequence Mamu-A01. The binding affinity (normalized) is 1.00. (10) The peptide sequence is PSEKRIGAY. The MHC is HLA-B58:01 with pseudo-sequence HLA-B58:01. The binding affinity (normalized) is 0.0847.